This data is from Reaction yield outcomes from USPTO patents with 853,638 reactions. The task is: Predict the reaction yield, written as a fraction of the theoretical maximum amount of product (1.0 means a 100% yield; for example, 0.34 means a 34% yield). (1) The reactants are C([O:3][C:4]([C:6]1[CH:7]=[C:8]2[C:13](=[CH:14][CH:15]=1)[NH:12][CH:11]([C:16]1[CH:21]=[CH:20][CH:19]=[C:18]([N:22]3[CH2:27][CH2:26][N:25]([C:28]4[CH:33]=[CH:32][C:31]([CH3:34])=[CH:30][C:29]=4[CH3:35])[CH2:24][CH2:23]3)[CH:17]=1)[C:10]([CH3:37])([CH3:36])[CH2:9]2)=[O:5])C.O.[OH-].[Li+].O.Cl. The catalyst is CO.O1CCCC1. The product is [CH3:35][C:29]1[CH:30]=[C:31]([CH3:34])[CH:32]=[CH:33][C:28]=1[N:25]1[CH2:26][CH2:27][N:22]([C:18]2[CH:17]=[C:16]([CH:11]3[C:10]([CH3:37])([CH3:36])[CH2:9][C:8]4[C:13](=[CH:14][CH:15]=[C:6]([C:4]([OH:5])=[O:3])[CH:7]=4)[NH:12]3)[CH:21]=[CH:20][CH:19]=2)[CH2:23][CH2:24]1. The yield is 0.800. (2) The reactants are [F:1][C:2]1[CH:3]=[CH:4][C:5]2[N:10]([C:11]3[CH:16]=[CH:15][CH:14]=[CH:13][C:12]=3[F:17])[S:9](=[O:19])(=[O:18])[NH:8][CH2:7][C:6]=2[CH:20]=1.C(=O)([O-])[O-].[K+].[K+].Br[CH2:28][CH2:29][C@@H:30]1[O:32][CH2:31]1. The catalyst is CC(C)=O.C(OCC)C. The product is [F:1][C:2]1[CH:3]=[CH:4][C:5]2[N:10]([C:11]3[CH:16]=[CH:15][CH:14]=[CH:13][C:12]=3[F:17])[S:9](=[O:19])(=[O:18])[N:8]([CH2:28][CH2:29][C@H:30]3[CH2:31][O:32]3)[CH2:7][C:6]=2[CH:20]=1. The yield is 0.670. (3) The reactants are [CH3:1][N:2]([CH3:20])[C:3]([C:5]1[N:14]([CH:15]2[CH2:19][CH2:18][CH2:17][CH2:16]2)[C:8]2[N:9]=[C:10](Cl)[N:11]=[CH:12][C:7]=2[CH:6]=1)=[O:4].[NH2:21][C:22]1[N:27]=[CH:26][C:25]([N:28]2[CH2:33][CH2:32][CH:31]([CH2:34][CH2:35][OH:36])[CH2:30][CH2:29]2)=[CH:24][CH:23]=1. No catalyst specified. The product is [CH3:1][N:2]([CH3:20])[C:3]([C:5]1[N:14]([CH:15]2[CH2:19][CH2:18][CH2:17][CH2:16]2)[C:8]2[N:9]=[C:10]([NH:21][C:22]3[N:27]=[CH:26][C:25]([N:28]4[CH2:29][CH2:30][CH:31]([CH2:34][CH2:35][OH:36])[CH2:32][CH2:33]4)=[CH:24][CH:23]=3)[N:11]=[CH:12][C:7]=2[CH:6]=1)=[O:4]. The yield is 0.930. (4) The reactants are [CH3:1][C@H:2]1[CH2:7][N:6]([C:8]2[CH:13]=[CH:12][C:11]([O:14][C:15]([F:18])([F:17])[F:16])=[CH:10][CH:9]=2)[CH2:5][C@@H:4]([CH3:19])[N:3]1[S:20]([C:23]1[CH:31]=[CH:30][CH:29]=[C:28]2[C:24]=1[CH2:25][CH:26]([C:32]#[N:33])[CH2:27]2)(=[O:22])=[O:21].C([Sn](=O)CCCC)CCC.[N:44]([Si](C)(C)C)=[N+:45]=[N-:46]. The catalyst is C1(C)C=CC=CC=1. The product is [CH3:1][C@H:2]1[CH2:7][N:6]([C:8]2[CH:13]=[CH:12][C:11]([O:14][C:15]([F:16])([F:18])[F:17])=[CH:10][CH:9]=2)[CH2:5][C@@H:4]([CH3:19])[N:3]1[S:20]([C:23]1[C:24]2[CH2:25][CH:26]([C:32]3[NH:46][N:45]=[N:44][N:33]=3)[CH2:27][C:28]=2[CH:29]=[CH:30][CH:31]=1)(=[O:22])=[O:21]. The yield is 0.610. (5) The reactants are [C:1]1(=[O:8])[CH2:7][CH2:6][CH2:5][CH2:4][CH:3]=[CH:2]1.C1(C)C=CC(S([CH2:18][N+:19]#[C-:20])(=O)=O)=CC=1.CC(C)([O-])C.[K+].O. The catalyst is O1CCCC1. The product is [CH:18]1[NH:19][CH:20]=[C:7]2[C:1](=[O:8])[CH2:2][CH2:3][CH2:4][CH2:5][C:6]=12. The yield is 0.325.